From a dataset of Peptide-MHC class II binding affinity with 134,281 pairs from IEDB. Regression. Given a peptide amino acid sequence and an MHC pseudo amino acid sequence, predict their binding affinity value. This is MHC class II binding data. (1) The peptide sequence is GPVFTFLAYLVLDPL. The MHC is HLA-DPA10201-DPB10501 with pseudo-sequence HLA-DPA10201-DPB10501. The binding affinity (normalized) is 0.185. (2) The peptide sequence is KDKWIELKESWGAIW. The MHC is DRB1_0802 with pseudo-sequence DRB1_0802. The binding affinity (normalized) is 0.229.